This data is from Forward reaction prediction with 1.9M reactions from USPTO patents (1976-2016). The task is: Predict the product of the given reaction. (1) Given the reactants [NH2:1][C:2]1[CH:11]=[C:10]2C([C:6](C(OCC)=O)=[CH:7][C:8](Cl)=[N:9]2)=CC=1.[N:18]1[CH:23]=[CH:22][CH:21]=[C:20]([S:24](Cl)(=[O:26])=[O:25])[CH:19]=1.[OH-].[Na+].[ClH:30].C(Cl)(=O)C(Cl)=O.[NH4+:37].FC(F)(F)C(OC(=O)C(F)(F)F)=O.O1[CH2:55][CH2:54][CH2:53][CH2:52]1, predict the reaction product. The product is: [Cl:30][C:53]1[CH:54]=[C:55]2[C:10](=[C:11]([C:2]#[N:1])[CH:52]=1)[N:9]=[CH:8][C:7]([C:23]1[N:18]=[CH:19][C:20]([S:24]([NH2:37])(=[O:26])=[O:25])=[CH:21][CH:22]=1)=[CH:6]2. (2) Given the reactants [CH3:1][N:2]([CH3:27])[CH2:3][CH2:4][N:5]([CH3:26])[C:6]1[N:11]=[CH:10][C:9]([C:12]2[N:16]3[CH:17]=[CH:18][CH:19]=[CH:20][C:15]3=[N:14][C:13]=2[C:21](OCC)=[O:22])=[CH:8][CH:7]=1.[BH4-].[Li+].[OH-].[Na+], predict the reaction product. The product is: [CH3:1][N:2]([CH3:27])[CH2:3][CH2:4][N:5]([CH3:26])[C:6]1[N:11]=[CH:10][C:9]([C:12]2[N:16]3[CH:17]=[CH:18][CH:19]=[CH:20][C:15]3=[N:14][C:13]=2[CH2:21][OH:22])=[CH:8][CH:7]=1. (3) Given the reactants [F:1][C:2]([F:33])([F:32])[C:3]1[CH:4]=[C:5]([CH:25]=[C:26]([C:28]([F:31])([F:30])[F:29])[CH:27]=1)[C:6]([N:8]1[CH2:24][CH2:23][C:11]2([C:15](=[O:16])[NH:14][CH2:13][CH:12]2[C:17]2[CH:22]=[CH:21][CH:20]=[CH:19][CH:18]=2)[CH2:10][CH2:9]1)=[O:7].Cl[CH2:35][CH2:36][N:37]1[CH2:42][CH2:41][O:40][CH2:39][CH2:38]1, predict the reaction product. The product is: [F:31][C:28]([F:29])([F:30])[C:26]1[CH:25]=[C:5]([CH:4]=[C:3]([C:2]([F:1])([F:32])[F:33])[CH:27]=1)[C:6]([N:8]1[CH2:9][CH2:10][C:11]2([C:15](=[O:16])[N:14]([CH2:35][CH2:36][N:37]3[CH2:42][CH2:41][O:40][CH2:39][CH2:38]3)[CH2:13][CH:12]2[C:17]2[CH:18]=[CH:19][CH:20]=[CH:21][CH:22]=2)[CH2:23][CH2:24]1)=[O:7]. (4) Given the reactants [F:1][C:2]([F:16])([O:8][C:9]1[CH:14]=[CH:13][CH:12]=[C:11]([F:15])[CH:10]=1)[C:3](OCC)=[O:4].[NH3:17], predict the reaction product. The product is: [F:1][C:2]([F:16])([O:8][C:9]1[CH:14]=[CH:13][CH:12]=[C:11]([F:15])[CH:10]=1)[C:3]([NH2:17])=[O:4]. (5) Given the reactants C(O[C:4](=[NH:25])[C:5]1[CH:10]=[CH:9][C:8]([CH:11]=[C:12]2[CH2:17][CH2:16][N:15]([CH2:18][C:19]3[CH:24]=[CH:23][CH:22]=[CH:21][CH:20]=3)[CH2:14][CH2:13]2)=[CH:7][CH:6]=1)C.[NH2:26][CH2:27][CH:28](N)[CH3:29], predict the reaction product. The product is: [CH2:18]([N:15]1[CH2:16][CH2:17][C:12](=[CH:11][C:8]2[CH:9]=[CH:10][C:5]([C:4]3[NH:25][CH2:29][CH2:28][CH2:27][N:26]=3)=[CH:6][CH:7]=2)[CH2:13][CH2:14]1)[C:19]1[CH:20]=[CH:21][CH:22]=[CH:23][CH:24]=1.